From a dataset of Forward reaction prediction with 1.9M reactions from USPTO patents (1976-2016). Predict the product of the given reaction. (1) Given the reactants C[N:2](C)[CH:3]=[C:4]([C:9]1[CH:14]=[CH:13][CH:12]=[CH:11][CH:10]=1)[C:5](=O)[CH2:6][CH3:7].O.[NH2:17]N, predict the reaction product. The product is: [CH2:6]([C:5]1[NH:17][N:2]=[CH:3][C:4]=1[C:9]1[CH:14]=[CH:13][CH:12]=[CH:11][CH:10]=1)[CH3:7]. (2) Given the reactants Cl.[NH2:2][CH2:3][CH2:4][C:5]([O:7][CH2:8][CH3:9])=[O:6].[F:10][C:11]([F:41])([F:40])[CH2:12][CH2:13][CH:14]([C:31]1[CH:39]=[CH:38][C:34]([C:35](O)=[O:36])=[CH:33][CH:32]=1)[NH:15][C:16]1[CH:17]=[N:18][C:19]([N:22]2[CH:26]=[C:25]([C:27]([F:30])([F:29])[F:28])[CH:24]=[N:23]2)=[CH:20][CH:21]=1.O.OC1C2N=NNC=2C=CC=1.C(N(CC)CC)C.Cl.C(N=C=NCCCN(C)C)C, predict the reaction product. The product is: [F:41][C:11]([F:10])([F:40])[CH2:12][CH2:13][CH:14]([C:31]1[CH:32]=[CH:33][C:34]([C:35]([NH:2][CH2:3][CH2:4][C:5]([O:7][CH2:8][CH3:9])=[O:6])=[O:36])=[CH:38][CH:39]=1)[NH:15][C:16]1[CH:17]=[N:18][C:19]([N:22]2[CH:26]=[C:25]([C:27]([F:28])([F:29])[F:30])[CH:24]=[N:23]2)=[CH:20][CH:21]=1. (3) Given the reactants [CH3:1][C:2]1[N:3]=[C:4]([NH:7][C:8]2[CH:13]=[C:12]([O:14][C:15]3[CH:16]=[C:17]([CH:21]=[CH:22][CH:23]=3)[C:18]([OH:20])=O)[CH:11]=[CH:10][N:9]=2)[S:5][CH:6]=1.C(N(CC)CC)C.C([Cl:36])(=O)OCC.[N:37]1([CH2:42][CH2:43][NH2:44])[CH2:41][CH2:40][CH2:39][CH2:38]1, predict the reaction product. The product is: [ClH:36].[ClH:36].[CH3:1][C:2]1[N:3]=[C:4]([NH:7][C:8]2[CH:13]=[C:12]([O:14][C:15]3[CH:16]=[C:17]([CH:21]=[CH:22][CH:23]=3)[C:18]([NH:44][CH2:43][CH2:42][N:37]3[CH2:41][CH2:40][CH2:39][CH2:38]3)=[O:20])[CH:11]=[CH:10][N:9]=2)[S:5][CH:6]=1. (4) The product is: [Br:1][C:2]1[C:10]([C:30]2[CH:35]=[CH:34][C:25]([NH2:26])=[N:28][CH:29]=2)=[CH:9][C:5]2[O:6][CH2:7][CH2:8][C:4]=2[CH:3]=1. Given the reactants [Br:1][C:2]1[C:10](Br)=[CH:9][C:5]2[O:6][CH2:7][CH2:8][C:4]=2[CH:3]=1.FC1(F)OC2C=C(C)C(C3N=C[C:25]([NH:28][C:29](=O)[C:30]4[CH:35]=[CH:34]C=CC=4F)=[N:26]C=3)=CC=2O1.[O-]P([O-])([O-])=O.[K+].[K+].[K+].CC(=O)OCC, predict the reaction product. (5) Given the reactants C([O:8][CH2:9][CH2:10][O:11][C:12]([C:14]1[CH:19]=[CH:18][C:17]([C:20]2[CH:25]=[C:24]([O:26]CC3C=CC=CC=3)[CH:23]=[C:22]([O:34]CC3C=CC=CC=3)[CH:21]=2)=[CH:16][CH:15]=1)=[O:13])C1C=CC=CC=1.C, predict the reaction product. The product is: [OH:8][CH2:9][CH2:10][O:11][C:12]([C:14]1[CH:19]=[CH:18][C:17]([C:20]2[CH:21]=[C:22]([OH:34])[CH:23]=[C:24]([OH:26])[CH:25]=2)=[CH:16][CH:15]=1)=[O:13]. (6) Given the reactants [CH3:1][C:2]([CH3:5])([O-:4])[CH3:3].[K+].NN[C:9]([NH:11][NH2:12])=[O:10].C([O:16][CH2:17][CH3:18])(=O)C.O.[CH2:20]1[CH2:24]OC[CH2:21]1, predict the reaction product. The product is: [O:16]=[C:17]1[CH2:18][CH2:24][CH2:20][CH2:21][N:12]1[NH:11][C:9](=[O:10])[O:4][C:2]([CH3:5])([CH3:3])[CH3:1]. (7) Given the reactants [CH:1]([NH:4][C:5]1[O:6][C:7]([C:10]2[CH:11]=[C:12]3[C:16](=[CH:17][CH:18]=2)[N:15]([S:19]([C:22]2[CH:28]=[CH:27][C:25]([CH3:26])=[CH:24][CH:23]=2)(=[O:21])=[O:20])[CH:14]=[C:13]3B2OC(C)(C)C(C)(C)O2)=[N:8][N:9]=1)([CH3:3])[CH3:2].Br[C:39]1[CH:40]=[N:41][CH:42]=[C:43]([CH:47]=1)[C:44]([OH:46])=[O:45].O.C([O-])([O-])=O.[Na+].[Na+], predict the reaction product. The product is: [CH:1]([NH:4][C:5]1[O:6][C:7]([C:10]2[CH:11]=[C:12]3[C:16](=[CH:17][CH:18]=2)[N:15]([S:19]([C:22]2[CH:23]=[CH:24][C:25]([CH3:26])=[CH:27][CH:28]=2)(=[O:20])=[O:21])[CH:14]=[C:13]3[C:39]2[CH:40]=[N:41][CH:42]=[C:43]([CH:47]=2)[C:44]([OH:46])=[O:45])=[N:8][N:9]=1)([CH3:3])[CH3:2].